This data is from Catalyst prediction with 721,799 reactions and 888 catalyst types from USPTO. The task is: Predict which catalyst facilitates the given reaction. (1) Reactant: [Cl:1][C:2]1[CH:7]=[CH:6][C:5]([C:8]2[C:12]([CH3:13])=[C:11]([C:14]([F:17])([F:16])[F:15])[NH:10][C:9]=2[C:18]([N:20]2[CH2:25][CH2:24][O:23][CH2:22][CH2:21]2)=[O:19])=[CH:4][CH:3]=1.C([O-])([O-])=O.[K+].[K+].[Cl:32][C:33]1[CH:34]=[C:35]([CH:38]=[CH:39][CH:40]=1)[CH2:36]Br.CCOCC. Product: [Cl:1][C:2]1[CH:7]=[CH:6][C:5]([C:8]2[C:12]([CH3:13])=[C:11]([C:14]([F:15])([F:16])[F:17])[N:10]([CH2:36][C:35]3[CH:38]=[CH:39][CH:40]=[C:33]([Cl:32])[CH:34]=3)[C:9]=2[C:18]([N:20]2[CH2:21][CH2:22][O:23][CH2:24][CH2:25]2)=[O:19])=[CH:4][CH:3]=1. The catalyst class is: 144. (2) Reactant: [Li][CH2:2][CH2:3][CH2:4]C.[I-].C1([PH+](C2C=CC=CC=2)C2C=CC=CC=2)C=CC=CC=1.[CH2:26]([N:33]1[C:37](=[O:38])[CH2:36][C@H:35]([CH:39]=O)[CH2:34]1)[C:27]1[CH:32]=[CH:31][CH:30]=[CH:29][CH:28]=1. Product: [CH2:26]([N:33]1[CH2:34][C@@H:35]([CH:39]=[C:3]([CH3:4])[CH3:2])[CH2:36][C:37]1=[O:38])[C:27]1[CH:32]=[CH:31][CH:30]=[CH:29][CH:28]=1. The catalyst class is: 1. (3) Reactant: Br[Si](C)(C)C.[F:6][C:7]([F:40])([C:18]([F:39])([F:38])[C:19]([F:37])([F:36])[C:20]([F:35])([F:34])[C:21]([F:33])([F:32])[C:22]([F:31])([F:30])[C:23]([F:29])([F:28])[C:24]([F:27])([F:26])[F:25])[CH2:8][CH2:9][P:10](=[O:17])([O:14]CC)[O:11]CC. Product: [F:40][C:7]([F:6])([C:18]([F:38])([F:39])[C:19]([F:36])([F:37])[C:20]([F:34])([F:35])[C:21]([F:32])([F:33])[C:22]([F:30])([F:31])[C:23]([F:29])([F:28])[C:24]([F:27])([F:26])[F:25])[CH2:8][CH2:9][P:10](=[O:11])([OH:17])[OH:14]. The catalyst class is: 2. (4) Reactant: CCN(C(C)C)C(C)C.Cl[C:11]1[CH:12]=[CH:13][C:14]2[N:15]([C:17]([C:20]([F:23])([F:22])[F:21])=[N:18][N:19]=2)[N:16]=1.[NH:24]1[CH2:29][CH2:28][CH:27]([C:30]2[CH:35]=[CH:34][C:33]([OH:36])=[CH:32][CH:31]=2)[CH2:26][CH2:25]1. Product: [F:21][C:20]([F:23])([F:22])[C:17]1[N:15]2[N:16]=[C:11]([N:24]3[CH2:29][CH2:28][CH:27]([C:30]4[CH:31]=[CH:32][C:33]([OH:36])=[CH:34][CH:35]=4)[CH2:26][CH2:25]3)[CH:12]=[CH:13][C:14]2=[N:19][N:18]=1. The catalyst class is: 3. (5) Reactant: N(C(OC(C)C)=O)=NC(OC(C)C)=O.[CH3:15][C:16]1[N:21]=[C:20]([OH:22])[CH:19]=[CH:18][C:17]=1[N+:23]([O-:25])=[O:24].[C:26]([O:30][C:31]([N:33]1[CH2:38][CH2:37][CH:36](O)[CH2:35][CH2:34]1)=[O:32])([CH3:29])([CH3:28])[CH3:27].C1(P(C2C=CC=CC=2)C2C=CC=CC=2)C=CC=CC=1. Product: [C:26]([O:30][C:31]([N:33]1[CH2:38][CH2:37][CH:36]([O:22][C:20]2[CH:19]=[CH:18][C:17]([N+:23]([O-:25])=[O:24])=[C:16]([CH3:15])[N:21]=2)[CH2:35][CH2:34]1)=[O:32])([CH3:29])([CH3:27])[CH3:28]. The catalyst class is: 1. (6) Reactant: [CH3:1][CH:2]([CH3:7])[CH2:3][C:4](O)=O.CN(C(ON1N=NC2C=CC=NC1=2)=[N+](C)C)C.F[P-](F)(F)(F)(F)F.CCN(C(C)C)C(C)C.[CH3:41][N:42]1[C:51]2[C:46](=[CH:47][N:48]=[C:49]([CH3:52])[CH:50]=2)[CH:45]=[C:44]([C:53]2[CH:54]=[C:55]([NH:60]/[C:61](/[NH2:64])=[N:62]/[OH:63])[CH:56]=[CH:57][C:58]=2[CH3:59])[C:43]1=[O:65]. Product: [CH2:3]([C:4]1[O:63][N:62]=[C:61]([NH:60][C:55]2[CH:56]=[CH:57][C:58]([CH3:59])=[C:53]([C:44]3[C:43](=[O:65])[N:42]([CH3:41])[C:51]4[C:46]([CH:45]=3)=[CH:47][N:48]=[C:49]([CH3:52])[CH:50]=4)[CH:54]=2)[N:64]=1)[CH:2]([CH3:7])[CH3:1]. The catalyst class is: 3.